Dataset: Full USPTO retrosynthesis dataset with 1.9M reactions from patents (1976-2016). Task: Predict the reactants needed to synthesize the given product. (1) Given the product [F:11][C:12]([F:26])([F:27])[C:13]1[CH:14]=[C:15]([CH:19]=[C:20]([C:22]([F:25])([F:23])[F:24])[CH:21]=1)[C:16]([NH:1][C:2]1[CH:3]=[C:4]([CH:8]=[CH:9][CH:10]=1)[C:5]([OH:7])=[O:6])=[O:17], predict the reactants needed to synthesize it. The reactants are: [NH2:1][C:2]1[CH:3]=[C:4]([CH:8]=[CH:9][CH:10]=1)[C:5]([OH:7])=[O:6].[F:11][C:12]([F:27])([F:26])[C:13]1[CH:14]=[C:15]([CH:19]=[C:20]([C:22]([F:25])([F:24])[F:23])[CH:21]=1)[C:16](Cl)=[O:17].C(N(CC)CC)C. (2) The reactants are: Cl[CH2:2][CH2:3][CH2:4][CH2:5][CH2:6][CH2:7][CH2:8][CH2:9][OH:10].[CH2:11](CN)[C:12]1[CH:17]=[CH:16][CH:15]=[CH:14][CH:13]=1.C(=O)([O-])[O-].[Na+].[Na+].[I-].[Na+].[C:28](#[N:30])C. Given the product [CH2:11]([N:30]([CH2:2][CH2:3][CH2:4][CH2:5][CH2:6][CH2:7][CH2:8][CH2:9][OH:10])[CH3:28])[C:12]1[CH:13]=[CH:14][CH:15]=[CH:16][CH:17]=1, predict the reactants needed to synthesize it.